From a dataset of Drug-target binding data from BindingDB using IC50 measurements. Regression. Given a target protein amino acid sequence and a drug SMILES string, predict the binding affinity score between them. We predict pIC50 (pIC50 = -log10(IC50 in M); higher means more potent). Dataset: bindingdb_ic50. (1) The compound is CC(=O)N[C@@H](CCCCN)C(=O)N[C@@H](Cc1c[nH]c2ccccc12)C(=O)N[C@H]1CCCCNC(=O)C[C@@H](C(=O)N[C@@H](CCCN=C(N)N)C(N)=O)NC(=O)[C@H](Cc2cnc[nH]2)NC(=O)[C@H](CC(=O)O)NC(=O)[C@H](CCCN=C(N)N)NC1=O. The target protein (Q9WTU3) has sequence MAARVLAPPGPDSFKPFTPESLANIERRIAESKLKKPPKADGSHREDDEDSKPKPNSDLEAGKSLPFIYGDIPQGLVAVPLEDFDPYYLTQKTFVVLNRGKTLFRFSATPALYILSPFNLIRRIAIKILIHSVFSMIIMCTILTNCVFMTFSNPPEWSKNVEYTFTGIYTFESLVKIIARGFCIDGFTFLRDPWNWLDFSVIMMAYVTEFVDLGNVSALRTFRVLRALKTISVIPGLKTIVGALIQSVKKLSDVMILTVFCLSVFALIGLQLFMGNLRNKCVVWPINFNESYLENGTRGFDWEEYINNKTNFYMVPGMLEPLLCGNSSDAGQCPEGFQCMKAGRNPNYGYTSFDTFSWAFLALFRLMTQDYWENLYQLTLRAAGKTYMIFFVLVIFVGSFYLVNLILAVVAMAYEEQNQATLEEAEQKEAEFKAMLEQLKKQQEEAQAAAMATSAGTVSEDAIEEEGEDGVGSPRSSSELSKLSSKSAKERRNRRKKRKQ.... The pIC50 is 4.3. (2) The small molecule is CC(C)[C@H](NC(=O)[C@H](CC(N)=O)NC(=O)[C@@H](N)CO)C(=O)N[C@H](/C=C/C(CCCc1ccccc1)CCCc1ccccc1)Cc1ccccc1. The target protein (P11799) has sequence MGDVKLVTSTRVSKTSLTLSPSVPAEAPAFTLPPRNIRVQLGATARFEGKVRGYPEPQITWYRNGHPLPEGDHYVVDHSIRGIFSLVIKGVQEGDSGKYTCEAANDGGVRQVTVELTVEGNSLKKYSLPSSAKTPGGRLSVPPVEHRPSIWGESPPKFATKPNRVVVREGQTGRFSCKITGRPQPQVTWTKGDIHLQQNERFNMFEKTGIQYLEIQNVQLADAGIYTCTVVNSAGKASVSAELTVQGPDKTDTHAQPLCMPPKPTTLATKAIENSDFKQATSNGIAKELKSTSTELMVETKDRLSAKKETFYTSREAKDGKQGQNQEANAVPLQESRGTKGPQVLQKTSSTITLQAVKAQPEPKAEPQTTFIRQAEDRKRTVQPLMTTTTQENPSLTGQVSPRSRETENRAGVRKSVKEEKREPLGIPPQFESRPQSLEASEGQEIKFKSKVSGKPKPDVEWFKEGVPIKTGEGIQIYEEDGTHCLWLKKACLGDSGSYS.... The pIC50 is 6.2. (3) The compound is CS(=O)(=NC#N)c1cccc(-c2ccc(C[C@@H](C#N)NC(=O)[C@H]3N[C@@H]4CC[C@H]3C4)c(F)c2)c1. The target protein (P53634) has sequence MGAGPSLLLAALLLLLSGDGAVRCDTPANCTYLDLLGTWVFQVGSSGSQRDVNCSVMGPQEKKVVVYLQKLDTAYDDLGNSGHFTIIYNQGFEIVLNDYKWFAFFKYKEEGSKVTTYCNETMTGWVHDVLGRNWACFTGKKVGTASENVYVNIAHLKNSQEKYSNRLYKYDHNFVKAINAIQKSWTATTYMEYETLTLGDMIRRSGGHSRKIPRPKPAPLTAEIQQKILHLPTSWDWRNVHGINFVSPVRNQASCGSCYSFASMGMLEARIRILTNNSQTPILSPQEVVSCSQYAQGCEGGFPYLIAGKYAQDFGLVEEACFPYTGTDSPCKMKEDCFRYYSSEYHYVGGFYGGCNEALMKLELVHHGPMAVAFEVYDDFLHYKKGIYHHTGLRDPFNPFELTNHAVLLVGYGTDSASGMDYWIVKNSWGTGWGENGYFRIRRGTDECAIESIAVAATPIPKL. The pIC50 is 8.6. (4) The small molecule is O=C(NO)[C@@H]1CS(=O)CN1S(=O)(=O)c1ccc(-c2ccccc2)cc1. The target protein (P39900) has sequence MKFLLILLLQATASGALPLNSSTSLEKNNVLFGERYLEKFYGLEINKLPVTKMKYSGNLMKEKIQEMQHFLGLKVTGQLDTSTLEMMHAPRCGVPDVHHFREMPGGPVWRKHYITYRINNYTPDMNREDVDYAIRKAFQVWSNVTPLKFSKINTGMADILVVFARGAHGDFHAFDGKGGILAHAFGPGSGIGGDAHFDEDEFWTTHSGGTNLFLTAVHEIGHSLGLGHSSDPKAVMFPTYKYVDINTFRLSADDIRGIQSLYGDPKENQRLPNPDNSEPALCDPNLSFDAVTTVGNKIFFFKDRFFWLKVSERPKTSVNLISSLWPTLPSGIEAAYEIEARNQVFLFKDDKYWLISNLRPEPNYPKSIHSFGFPNFVKKIDAAVFNPRFYRTYFFVDNQYWRYDERRQMMDPGYPKLITKNFQGIGPKIDAVFYSKNKYYYFFQGSNQFEYDFLLQRITKTLKSNSWFGC. The pIC50 is 5.6. (5) The small molecule is CCCc1nc2c(=O)n(C)c(=O)nc-2n(C)n1. The target protein (P86926) has sequence MQLQRLGAPLLKRLVGGCIRQSTAPIMPCVVVSGSGVFLTPVRTYMPLPNDQSDFSPYIEIDLPSESRIQSLHKSGLAAQEWVACEKVHGTNFGIYLINQGDHEVVRFAKRSGIMDPNENFFGYHILIDEFTAQIRILNDLLKQKYGLSRVGRLVLNGELFGAKYKHPLVPKSEKWCTLPNGKKFPIAGVQIQREPFPQYSPELHFFAFDIKYSVSGAEEDFVLLGYDEFVEFSSKVPNLLYARALVRGTLDECLAFDVENFMTPLPALLGLGNYPLEGNLAEGVVIRHVRRGDPAVEKHNVSTIIKLRCSSFMELKHPGKQKELKETFIDTVRSGALRRVRGNVTVISDSMLPQVEAAANDLLLNNVSDGRLSNVLSKIGREPLLSGEVSQVDVVLMLAKDALKDFLKEVDSLVLNTTLAFRKLLITNVYFESKRLVEQKWKELMQEEAAAQSEAIPPLSPAAPTKGE. The pIC50 is 6.3. (6) The compound is Cc1c(C(=O)C(N)=O)c2c(OCC(=O)O)cccc2n1Cc1ccccc1. The target protein (Q9NZK7) has sequence MKSPHVLVFLCLLVALVTGNLVQFGVMIEKMTGKSALQYNDYGCYCGIGGSHWPVDQTDWCCHAHDCCYGRLEKLGCEPKLEKYLFSVSERGIFCAGRTTCQRLTCECDKRAALCFRRNLGTYNRKYAHYPNKLCTGPTPPC. The pIC50 is 7.1. (7) The target protein sequence is MGFLAGKKILITGLLSNKSIAYGIAKAMHREGAELAFTYVGQFKDRVEKLCAEFNPAAVLPCDVISDQEIKDLFVELGKVWDGLDAIVHSIAFAPRDQLEGNFIDCVTREGFSIAHDISAYSFAALAKEGRSMMKNRNASMVALTYIGAEKAMPSYNTMGVAKASLEATVRYTALALGEDGIKVNAVSAGPIKTLAASGISNFKKMLDYNAMVSPLKKNVDIMEVGNTVAFLCSDMATGITGEVVHVDAGYHCVSMGNVL. The small molecule is Nc1ccn([C@@H]2O[C@H](CO)[C@@H](O)[C@@H]2O)c(=O)n1. The pIC50 is 4.2.